This data is from Catalyst prediction with 721,799 reactions and 888 catalyst types from USPTO. The task is: Predict which catalyst facilitates the given reaction. (1) Reactant: [CH3:1][O:2][C:3]1[CH:42]=[CH:41][CH:40]=[CH:39][C:4]=1[C:5]([NH:7][NH:8][C:9]([C:11]1[N:15]([C:16]2[CH:17]=[C:18]([CH2:21][NH:22][C:23](=[O:34])[C@@H:24]([NH:26][C:27](=[O:33])[O:28][C:29]([CH3:32])([CH3:31])[CH3:30])[CH3:25])[S:19][CH:20]=2)[N:14]=[C:13]([C:35]([F:38])([F:37])[F:36])[CH:12]=1)=O)=[O:6].CC(C)N=C=NC(C)C. Product: [CH3:1][O:2][C:3]1[CH:42]=[CH:41][CH:40]=[CH:39][C:4]=1[C:5]1[O:6][C:9]([C:11]2[N:15]([C:16]3[CH:17]=[C:18]([CH2:21][NH:22][C:23](=[O:34])[C@@H:24]([NH:26][C:27](=[O:33])[O:28][C:29]([CH3:30])([CH3:31])[CH3:32])[CH3:25])[S:19][CH:20]=3)[N:14]=[C:13]([C:35]([F:36])([F:37])[F:38])[CH:12]=2)=[N:8][N:7]=1. The catalyst class is: 3. (2) Reactant: [NH4+].[Cl-].[CH3:3][O:4][C:5](=[O:36])[C:6]1[CH:11]=[C:10]([O:12][C:13]2[CH:18]=[CH:17][C:16]([N+:19]([O-])=O)=[C:15]([O:22][CH2:23][CH3:24])[CH:14]=2)[CH:9]=[CH:8][C:7]=1[NH:25][S:26]([C:29]1[CH:34]=[CH:33][C:32]([CH3:35])=[CH:31][CH:30]=1)(=[O:28])=[O:27].CO.C1COCC1. Product: [CH3:3][O:4][C:5](=[O:36])[C:6]1[CH:11]=[C:10]([O:12][C:13]2[CH:18]=[CH:17][C:16]([NH2:19])=[C:15]([O:22][CH2:23][CH3:24])[CH:14]=2)[CH:9]=[CH:8][C:7]=1[NH:25][S:26]([C:29]1[CH:30]=[CH:31][C:32]([CH3:35])=[CH:33][CH:34]=1)(=[O:28])=[O:27]. The catalyst class is: 693. (3) Reactant: [Cl:1][C:2]1[CH:10]=[CH:9][C:5]([C:6](Cl)=[O:7])=[CH:4][N:3]=1.[CH:11]1([C:17]2[CH:23]=[CH:22][C:20]([NH2:21])=[CH:19][CH:18]=2)[CH2:16][CH2:15][CH2:14][CH2:13][CH2:12]1.C(OCC)(=O)C. Product: [Cl:1][C:2]1[CH:10]=[CH:9][C:5]([C:6]([NH:21][C:20]2[CH:22]=[CH:23][C:17]([CH:11]3[CH2:16][CH2:15][CH2:14][CH2:13][CH2:12]3)=[CH:18][CH:19]=2)=[O:7])=[CH:4][N:3]=1. The catalyst class is: 11. (4) Reactant: [NH2:1][C:2]1[N:7]=[CH:6][N:5]=[C:4]2[N:8]([CH:32]3[CH2:36][CH2:35][NH:34][CH2:33]3)[N:9]=[C:10]([C:11]3[CH:16]=[CH:15][C:14]([NH:17][C:18]([C:20]4[N:21]([CH3:29])[C:22]5[C:27]([CH:28]=4)=[CH:26][CH:25]=[CH:24][CH:23]=5)=[O:19])=[C:13]([O:30][CH3:31])[CH:12]=3)[C:3]=12.[CH3:37][C:38]1[C:42]([CH:43]=O)=[CH:41][NH:40][N:39]=1.C(O[BH-](OC(=O)C)OC(=O)C)(=O)C.[Na+].[OH-].[Na+]. Product: [NH2:1][C:2]1[N:7]=[CH:6][N:5]=[C:4]2[N:8]([CH:32]3[CH2:36][CH2:35][N:34]([CH2:43][C:42]4[C:38]([CH3:37])=[N:39][NH:40][CH:41]=4)[CH2:33]3)[N:9]=[C:10]([C:11]3[CH:16]=[CH:15][C:14]([NH:17][C:18]([C:20]4[N:21]([CH3:29])[C:22]5[C:27]([CH:28]=4)=[CH:26][CH:25]=[CH:24][CH:23]=5)=[O:19])=[C:13]([O:30][CH3:31])[CH:12]=3)[C:3]=12. The catalyst class is: 68. (5) Reactant: [NH:1]1[C:9]2[C:4](=[CH:5][C:6]([C:10]([OH:12])=[O:11])=[CH:7][CH:8]=2)[CH:3]=[CH:2]1.[H-].[Na+].[CH3:15]I.[OH-].[K+]. Product: [CH3:15][N:1]1[C:9]2[C:4](=[CH:5][C:6]([C:10]([OH:12])=[O:11])=[CH:7][CH:8]=2)[CH:3]=[CH:2]1. The catalyst class is: 18.